Dataset: Forward reaction prediction with 1.9M reactions from USPTO patents (1976-2016). Task: Predict the product of the given reaction. Given the reactants [OH:1][C:2]1[CH:7]=[CH:6][C:5]2[C:8]3([CH2:18][O:19][C:4]=2[CH:3]=1)[C:16]1[C:11](=[CH:12][CH:13]=[CH:14][CH:15]=1)[NH:10][C:9]3=[O:17].N1C=CN=C1.[CH:25]([Si:28](Cl)([CH:32]([CH3:34])[CH3:33])[CH:29]([CH3:31])[CH3:30])([CH3:27])[CH3:26], predict the reaction product. The product is: [CH3:26][CH:25]([Si:28]([CH:32]([CH3:34])[CH3:33])([CH:29]([CH3:31])[CH3:30])[O:1][C:2]1[CH:7]=[CH:6][C:5]2[C:8]3([CH2:18][O:19][C:4]=2[CH:3]=1)[C:16]1[C:11](=[CH:12][CH:13]=[CH:14][CH:15]=1)[NH:10][C:9]3=[O:17])[CH3:27].